From a dataset of Full USPTO retrosynthesis dataset with 1.9M reactions from patents (1976-2016). Predict the reactants needed to synthesize the given product. (1) Given the product [F:46][C:23]1[CH:24]=[C:25]([OH:28])[CH:26]=[CH:27][C:22]=1[CH2:21][NH:20][C:18]([N:15]1[CH2:16][CH2:17][CH:12]([NH:11][C:10]2[CH:47]=[CH:48][C:7]([CH2:6][CH2:5][NH:4][CH2:77][CH:75]([OH:76])[CH2:74][O:73][C:70]3[CH:71]=[CH:72][C:67]([OH:66])=[CH:68][CH:69]=3)=[CH:8][CH:9]=2)[CH2:13][CH2:14]1)=[O:19], predict the reactants needed to synthesize it. The reactants are: C(O)=O.[NH2:4][CH2:5][CH2:6][C:7]1[CH:48]=[CH:47][C:10]([NH:11][CH:12]2[CH2:17][CH2:16][N:15]([C:18]([NH:20][CH2:21][C:22]3[CH:27]=[CH:26][C:25]([O:28][Si](C(C)(C)C)(C4C=CC=CC=4)C4C=CC=CC=4)=[CH:24][C:23]=3[F:46])=[O:19])[CH2:14][CH2:13]2)=[CH:9][CH:8]=1.C([Si]([O:66][C:67]1[CH:72]=[CH:71][C:70]([O:73][CH2:74][CH:75]2[CH2:77][O:76]2)=[CH:69][CH:68]=1)(C1C=CC=CC=1)C1C=CC=CC=1)(C)(C)C. (2) Given the product [C:14]([C:9]1([NH:8][C:1](=[O:2])[O:3][C:4]([CH3:7])([CH3:6])[CH3:5])[CH2:13][CH2:12][CH2:11][CH2:10]1)(=[O:16])[NH2:23], predict the reactants needed to synthesize it. The reactants are: [C:1]([NH:8][C:9]1([C:14]([OH:16])=O)[CH2:13][CH2:12][CH2:11][CH2:10]1)([O:3][C:4]([CH3:7])([CH3:6])[CH3:5])=[O:2].C1C=C2[N:23]=NN(O)C2=CC=1.O.C(Cl)CCl.[NH4+].[OH-].